Dataset: Reaction yield outcomes from USPTO patents with 853,638 reactions. Task: Predict the reaction yield, written as a fraction of the theoretical maximum amount of product (1.0 means a 100% yield; for example, 0.34 means a 34% yield). (1) The reactants are [CH2:1]([C:3]1[N:7]([C:8]2[N:16]=[C:15]3[C:11]([N:12]=[C:13]([CH:18]=O)[N:14]3[CH3:17])=[C:10]([N:20]3[CH2:25][CH2:24][O:23][CH2:22][CH2:21]3)[N:9]=2)[C:6]2[CH:26]=[CH:27][CH:28]=[CH:29][C:5]=2[N:4]=1)[CH3:2].[CH:30]([N:33]1[CH2:38][CH2:37][NH:36][CH2:35][C:34]1=[O:39])([CH3:32])[CH3:31].CO.C(O[BH-](OC(=O)C)OC(=O)C)(=O)C.[Na+]. The catalyst is ClCCCl. The product is [CH2:1]([C:3]1[N:7]([C:8]2[N:16]=[C:15]3[C:11]([N:12]=[C:13]([CH2:18][N:36]4[CH2:37][CH2:38][N:33]([CH:30]([CH3:32])[CH3:31])[C:34](=[O:39])[CH2:35]4)[N:14]3[CH3:17])=[C:10]([N:20]3[CH2:25][CH2:24][O:23][CH2:22][CH2:21]3)[N:9]=2)[C:6]2[CH:26]=[CH:27][CH:28]=[CH:29][C:5]=2[N:4]=1)[CH3:2]. The yield is 0.220. (2) The yield is 0.820. The reactants are [Cl:1][C:2]1[N:7]=[C:6](Cl)[C:5]([O:9][CH3:10])=[CH:4][N:3]=1.[CH:11]1([CH:16]([N:20]2[CH:24]=[C:23](B3OC(C)(C)C(C)(C)O3)[CH:22]=[N:21]2)[CH2:17][C:18]#[N:19])[CH2:15][CH2:14][CH2:13][CH2:12]1.P([O-])([O-])([O-])=O.[K+].[K+].[K+]. The catalyst is O1CCOCC1.O.CCOC(C)=O.C1C=CC([P]([Pd]([P](C2C=CC=CC=2)(C2C=CC=CC=2)C2C=CC=CC=2)([P](C2C=CC=CC=2)(C2C=CC=CC=2)C2C=CC=CC=2)[P](C2C=CC=CC=2)(C2C=CC=CC=2)C2C=CC=CC=2)(C2C=CC=CC=2)C2C=CC=CC=2)=CC=1. The product is [Cl:1][C:2]1[N:7]=[C:6]([C:23]2[CH:22]=[N:21][N:20]([CH:16]([CH:11]3[CH2:15][CH2:14][CH2:13][CH2:12]3)[CH2:17][C:18]#[N:19])[CH:24]=2)[C:5]([O:9][CH3:10])=[CH:4][N:3]=1. (3) The reactants are [CH3:1][O:2][C:3]([CH:5]1[CH2:14][C:13]2[C:8](=[CH:9][CH:10]=[CH:11][CH:12]=2)[C:7]([CH2:15][CH2:16][S:17][CH3:18])=[N:6]1)=[O:4]. The catalyst is ClCCl.C([O-])(=O)C.[Cu+2].C([O-])(=O)C. The product is [CH3:1][O:2][C:3]([C:5]1[N:6]=[C:7]([CH2:15][CH2:16][S:17][CH3:18])[C:8]2[C:13]([CH:14]=1)=[CH:12][CH:11]=[CH:10][CH:9]=2)=[O:4]. The yield is 0.290. (4) The reactants are [CH3:1][CH:2]([O:4][C@H:5]1[CH2:10][CH2:9][C@H:8]([N:11]2[CH2:16][CH2:15][CH:14]([NH:17]C(=O)OC(C)(C)C)[CH2:13][CH2:12]2)[CH2:7][CH2:6]1)[CH3:3].[ClH:25].O1CCOCC1. The catalyst is ClCCl. The product is [ClH:25].[ClH:25].[CH3:3][CH:2]([O:4][C@H:5]1[CH2:6][CH2:7][C@H:8]([N:11]2[CH2:12][CH2:13][CH:14]([NH2:17])[CH2:15][CH2:16]2)[CH2:9][CH2:10]1)[CH3:1]. The yield is 0.930.